From a dataset of Peptide-MHC class I binding affinity with 185,985 pairs from IEDB/IMGT. Regression. Given a peptide amino acid sequence and an MHC pseudo amino acid sequence, predict their binding affinity value. This is MHC class I binding data. (1) The binding affinity (normalized) is 0.0847. The MHC is HLA-A03:01 with pseudo-sequence HLA-A03:01. The peptide sequence is LLIDDSFSS. (2) The peptide sequence is GQFNRYAAM. The MHC is HLA-B48:01 with pseudo-sequence HLA-B48:01. The binding affinity (normalized) is 0.715. (3) The peptide sequence is SLLERGQQLGV. The MHC is HLA-C07:01 with pseudo-sequence HLA-C07:01. The binding affinity (normalized) is 0.0847. (4) The peptide sequence is KRWIILGLNK. The MHC is HLA-B40:02 with pseudo-sequence HLA-B40:02. The binding affinity (normalized) is 0. (5) The peptide sequence is GEFGKAKGS. The MHC is HLA-B44:03 with pseudo-sequence HLA-B44:03. The binding affinity (normalized) is 0.230. (6) The peptide sequence is CLPACVYGL. The MHC is HLA-A24:02 with pseudo-sequence HLA-A24:02. The binding affinity (normalized) is 0.383. (7) The peptide sequence is RVFNNYMPY. The MHC is HLA-B40:01 with pseudo-sequence HLA-B40:01. The binding affinity (normalized) is 0.0847.